This data is from Forward reaction prediction with 1.9M reactions from USPTO patents (1976-2016). The task is: Predict the product of the given reaction. (1) Given the reactants [C:1]([C:5]1[CH:9]=[C:8]([NH:10][C:11]([NH:13][C:14]2[C:23]3[C:18](=[CH:19][CH:20]=[CH:21][CH:22]=3)[C:17]([O:24][C:25]3[CH:30]=[CH:29][N:28]=[C:27](Cl)[N:26]=3)=[CH:16][CH:15]=2)=[O:12])[N:7]([C:32]2[CH:37]=[CH:36][C:35]([CH3:38])=[CH:34][CH:33]=2)[N:6]=1)([CH3:4])([CH3:3])[CH3:2].[CH3:39][O:40][CH2:41][CH2:42][O:43][CH2:44][CH2:45][O:46][CH2:47][CH2:48][O:49][CH2:50][CH2:51][O:52][CH2:53][CH2:54][O:55][CH2:56][CH2:57][O:58][CH2:59][CH2:60][O:61][C:62]1[CH:63]=[C:64]([CH:66]=[C:67]([O:69][CH3:70])[CH:68]=1)[NH2:65].CN(C=O)C.C(=O)(O)[O-].[Na+], predict the reaction product. The product is: [CH3:39][O:40][CH2:41][CH2:42][O:43][CH2:44][CH2:45][O:46][CH2:47][CH2:48][O:49][CH2:50][CH2:51][O:52][CH2:53][CH2:54][O:55][CH2:56][CH2:57][O:58][CH2:59][CH2:60][O:61][C:62]1[CH:63]=[C:64]([NH:65][C:27]2[N:26]=[C:25]([O:24][C:17]3[C:18]4[C:23](=[CH:22][CH:21]=[CH:20][CH:19]=4)[C:14]([NH:13][C:11]([NH:10][C:8]4[N:7]([C:32]5[CH:37]=[CH:36][C:35]([CH3:38])=[CH:34][CH:33]=5)[N:6]=[C:5]([C:1]([CH3:4])([CH3:3])[CH3:2])[CH:9]=4)=[O:12])=[CH:15][CH:16]=3)[CH:30]=[CH:29][N:28]=2)[CH:66]=[C:67]([O:69][CH3:70])[CH:68]=1. (2) Given the reactants [CH3:1][C@@:2]1([C:7]([OH:9])=[O:8])[CH2:6][CH2:5][CH2:4][NH:3]1.[F:10][C:11]1[CH:16]=[CH:15][C:14]([S:17](Cl)(=[O:19])=[O:18])=[CH:13][CH:12]=1.[OH-].[Na+].Cl, predict the reaction product. The product is: [F:10][C:11]1[CH:16]=[CH:15][C:14]([S:17]([N:3]2[CH2:4][CH2:5][CH2:6][C@@:2]2([CH3:1])[C:7]([OH:9])=[O:8])(=[O:19])=[O:18])=[CH:13][CH:12]=1. (3) Given the reactants [CH:1]1[C:6](/[CH:7]=[CH:8]/[C:9]([OH:11])=O)=[CH:5][C:4]2[O:12][CH2:13][O:14][C:3]=2[CH:2]=1.CN(C=O)C.C(Cl)(=O)C(Cl)=O.[NH2:26][C:27]1[S:28][CH:29]=[C:30]([C:32]2[CH:37]=[CH:36][C:35]([Cl:38])=[CH:34][CH:33]=2)[N:31]=1, predict the reaction product. The product is: [O:14]1[C:3]2[CH:2]=[CH:1][C:6]([CH:7]=[CH:8][C:9]([NH:26][C:27]3[S:28][CH:29]=[C:30]([C:32]4[CH:33]=[CH:34][C:35]([Cl:38])=[CH:36][CH:37]=4)[N:31]=3)=[O:11])=[CH:5][C:4]=2[O:12][CH2:13]1. (4) Given the reactants Cl[C:2]1[N:7]=[C:6]([NH2:8])[N:5]=[C:4]([NH:9][C:10]2[CH:15]=[CH:14][C:13]([Cl:16])=[CH:12][CH:11]=2)[CH:3]=1.[Cl:17][C:18]1[CH:19]=[CH:20][C:21]([O:27][CH3:28])=[C:22](B(O)O)[CH:23]=1.C1(P(C2C=CC=CC=2)C2C=CC=CC=2)C=CC=CC=1.C(=O)([O-])[O-].[Na+].[Na+], predict the reaction product. The product is: [Cl:17][C:18]1[CH:23]=[CH:22][C:21]([O:27][CH3:28])=[C:20]([C:2]2[N:7]=[C:6]([NH2:8])[N:5]=[C:4]([NH:9][C:10]3[CH:15]=[CH:14][C:13]([Cl:16])=[CH:12][CH:11]=3)[CH:3]=2)[CH:19]=1. (5) Given the reactants Cl[C:2]1[N:3]=[C:4]([N:15]2[CH2:20][CH2:19][O:18][CH2:17][CH2:16]2)[C:5]2[S:10][C:9]([C:11]([OH:14])([CH3:13])[CH3:12])=[CH:8][C:6]=2[N:7]=1.[CH3:21][O:22][C:23]1[CH:28]=[CH:27][N:26]=[CH:25][C:24]=1B(O)O, predict the reaction product. The product is: [CH3:21][O:22][C:23]1[CH:28]=[CH:27][N:26]=[CH:25][C:24]=1[C:2]1[N:3]=[C:4]([N:15]2[CH2:20][CH2:19][O:18][CH2:17][CH2:16]2)[C:5]2[S:10][C:9]([C:11]([OH:14])([CH3:13])[CH3:12])=[CH:8][C:6]=2[N:7]=1.